This data is from Full USPTO retrosynthesis dataset with 1.9M reactions from patents (1976-2016). The task is: Predict the reactants needed to synthesize the given product. (1) Given the product [F:15][C:2]([F:1])([CH:8]1[CH2:13][CH2:12][CH2:11][CH2:10][O:9]1)[C:3]([O:5][CH2:6][CH3:7])=[O:4], predict the reactants needed to synthesize it. The reactants are: [F:1][C:2]([F:15])([C:8]1(O)[CH2:13][CH2:12][CH2:11][CH2:10][O:9]1)[C:3]([O:5][CH2:6][CH3:7])=[O:4].C([SiH](CC)CC)C.C(O)(C(F)(F)F)=O. (2) Given the product [CH3:1][O:2][C:3]1[CH:4]=[C:5]([N+:12]([O-:14])=[O:13])[C:6]([O:11][CH3:15])=[CH:7][C:8]=1[O:9][CH3:10], predict the reactants needed to synthesize it. The reactants are: [CH3:1][O:2][C:3]1[C:8]([O:9][CH3:10])=[CH:7][C:6]([OH:11])=[C:5]([N+:12]([O-:14])=[O:13])[CH:4]=1.[C:15](=O)([O-])[O-].[K+].[K+].IC. (3) The reactants are: [F:1][C:2]1[CH:3]=[CH:4][C:5]2[N:9]=[C:8]([C@@H:10]([NH2:13])[CH2:11][CH3:12])[N:7]([C:14]3[CH:19]=[CH:18][CH:17]=[CH:16][CH:15]=3)[C:6]=2[CH:20]=1.Cl[C:22]1[N:30]=[CH:29][N:28]=[C:27]2[C:23]=1[N:24]=[CH:25][N:26]2[CH:31]1[CH2:36][CH2:35][CH2:34][CH2:33][O:32]1.CCN(C(C)C)C(C)C. Given the product [F:1][C:2]1[CH:3]=[CH:4][C:5]2[N:9]=[C:8]([C@@H:10]([NH:13][C:22]3[N:30]=[CH:29][N:28]=[C:27]4[C:23]=3[N:24]=[CH:25][N:26]4[CH:31]3[CH2:36][CH2:35][CH2:34][CH2:33][O:32]3)[CH2:11][CH3:12])[N:7]([C:14]3[CH:15]=[CH:16][CH:17]=[CH:18][CH:19]=3)[C:6]=2[CH:20]=1, predict the reactants needed to synthesize it. (4) Given the product [F:1][C:2]1[C:3]([O:47][CH2:48][O:49][CH2:50][CH2:60][Si:57]([CH3:56])([CH3:58])[CH3:59])=[CH:4][C:5]([CH2:42][C:43]([F:45])([F:44])[F:46])=[C:6]([C:8]2[N:13]=[C:12]([NH:14][CH2:15][C:16]3[CH:21]=[CH:20][CH:19]=[CH:18][C:17]=3[N:22]([CH3:27])[S:23]([CH3:26])(=[O:24])=[O:25])[C:11]3[C:28]([C:39]([NH:69][NH2:70])=[O:41])=[N:29][N:30]([CH2:31][O:32][CH2:33][CH2:34][Si:35]([CH3:37])([CH3:36])[CH3:38])[C:10]=3[CH:9]=2)[CH:7]=1, predict the reactants needed to synthesize it. The reactants are: [F:1][C:2]1[C:3]([O:47][CH2:48][O:49][CH2:50]C[Si](C)(C)C)=[CH:4][C:5]([CH2:42][C:43]([F:46])([F:45])[F:44])=[C:6]([C:8]2[N:13]=[C:12]([NH:14][CH2:15][C:16]3[CH:21]=[CH:20][CH:19]=[CH:18][C:17]=3[N:22]([CH3:27])[S:23]([CH3:26])(=[O:25])=[O:24])[C:11]3[C:28]([C:39]([OH:41])=O)=[N:29][N:30]([CH2:31][O:32][CH2:33][CH2:34][Si:35]([CH3:38])([CH3:37])[CH3:36])[C:10]=3[CH:9]=2)[CH:7]=1.[CH3:56][Si:57]([CH:60]=[N+]=[N-])([CH3:59])[CH3:58].C1COCC1.O.[NH2:69][NH2:70]. (5) Given the product [NH:38]([C:52]([O:54][C:55]([CH3:58])([CH3:57])[CH3:56])=[O:53])[C@@H:39]([C:49]([NH:8][C@H:9]([C:14]([N:16]1[CH2:17][CH2:28][CH2:29][C@H:3]1[C:1]([O:7][CH2:70][C:63]1[CH:62]=[CH:61][CH:60]=[CH:59][CH:64]=1)=[O:2])=[O:15])[C@H:10]([CH2:12][CH3:13])[CH3:11])=[O:51])[CH2:40][C:41]1[CH:42]=[CH:43][C:44]([O:47][CH3:48])=[CH:45][CH:46]=1, predict the reactants needed to synthesize it. The reactants are: [C:1]([OH:7])([C:3](F)(F)F)=[O:2].[NH:8](C(OC(C)(C)C)=O)[C@H:9]([C:14]([N:16]1C[CH2:29][CH2:28][C@H:17]1C(OCC1C=CC=CC=1)=O)=[O:15])[C@H:10]([CH2:12][CH3:13])[CH3:11].[NH:38]([C:52]([O:54][C:55]([CH3:58])([CH3:57])[CH3:56])=[O:53])[C@@H:39]([C:49]([OH:51])=O)[CH2:40][C:41]1[CH:46]=[CH:45][C:44]([O:47][CH3:48])=[CH:43][CH:42]=1.[CH:59]1[CH:60]=[CH:61][C:62]2N(O)N=N[C:63]=2[CH:64]=1.O.[CH3:70]N(C(ON1N=NC2C=CC=CC1=2)=[N+](C)C)C.F[P-](F)(F)(F)(F)F.CCN(CC)CC. (6) Given the product [CH:27]([O:26][C:24](=[O:25])[C:23]1[CH:30]=[CH:31][CH:32]=[C:21]([C:19]2[C:7]3[C:6](=[CH:5][C:4]([S:3][CH2:1][CH3:2])=[C:12]4[O:11][C:10]([CH3:13])([CH3:14])[CH2:9][C:8]4=3)[CH2:15][C:16]([CH3:17])([CH3:18])[N:20]=2)[CH:22]=1)([CH3:29])[CH3:28], predict the reactants needed to synthesize it. The reactants are: [CH2:1]([S:3][C:4]1[C:12]2[O:11][C:10]([CH3:14])([CH3:13])[CH2:9][C:8]=2[CH:7]=[C:6]([CH:15]=[C:16]([CH3:18])[CH3:17])[CH:5]=1)[CH3:2].[C:19]([C:21]1[CH:22]=[C:23]([CH:30]=[CH:31][CH:32]=1)[C:24]([O:26][CH:27]([CH3:29])[CH3:28])=[O:25])#[N:20].S(=O)(=O)(O)O.C(=O)([O-])O.[Na+]. (7) Given the product [CH3:1][N:2]([CH3:19])[C:3](=[O:18])[C@H:4]([O:6][C:7]1[CH:16]=[CH:15][CH:14]=[C:13]2[C:8]=1[C:9]([NH:59][C:55]1[CH:54]=[C:53]3[C:58](=[CH:57][CH:56]=1)[N:50]([CH2:49][C:45]1[S:44][CH:48]=[CH:47][N:46]=1)[CH:51]=[CH:52]3)=[N:10][CH:11]=[N:12]2)[CH3:5], predict the reactants needed to synthesize it. The reactants are: [CH3:1][N:2]([CH3:19])[C:3](=[O:18])[C@H:4]([O:6][C:7]1[CH:16]=[CH:15][CH:14]=[C:13]2[C:8]=1[C:9](=O)[NH:10][CH:11]=[N:12]2)[CH3:5].C1(P(C2C=CC=CC=2)C2C=CC=CC=2)C=CC=CC=1.C(Cl)(Cl)(Cl)Cl.[S:44]1[CH:48]=[CH:47][N:46]=[C:45]1[CH2:49][N:50]1[C:58]2[C:53](=[CH:54][C:55]([NH2:59])=[CH:56][CH:57]=2)[CH:52]=[CH:51]1.